This data is from Peptide-MHC class II binding affinity with 134,281 pairs from IEDB. The task is: Regression. Given a peptide amino acid sequence and an MHC pseudo amino acid sequence, predict their binding affinity value. This is MHC class II binding data. (1) The peptide sequence is DDVLAILPIEDLKAL. The MHC is HLA-DPA10103-DPB10301 with pseudo-sequence HLA-DPA10103-DPB10301. The binding affinity (normalized) is 0.443. (2) The peptide sequence is LSEFGKAKGSRAIWY. The MHC is DRB1_0301 with pseudo-sequence DRB1_0301. The binding affinity (normalized) is 0.470.